From a dataset of Full USPTO retrosynthesis dataset with 1.9M reactions from patents (1976-2016). Predict the reactants needed to synthesize the given product. (1) Given the product [O:18]1[C:25]2[CH:24]=[C:23]([C:26]([O:28][CH:4]3[CH2:8][O:7][C:6](=[O:9])[O:5]3)=[O:27])[NH:22][C:21]=2[CH:20]=[CH:19]1, predict the reactants needed to synthesize it. The reactants are: [I-].[Na+].Cl[CH:4]1[CH2:8][O:7][C:6](=[O:9])[O:5]1.C(N(CC)CC)C.[Na+].[O:18]1[C:25]2[CH:24]=[C:23]([C:26]([O-:28])=[O:27])[NH:22][C:21]=2[CH:20]=[CH:19]1. (2) The reactants are: [Cl:1][C:2]1[CH:3]=[C:4]([C:9]2[N:13]([C:14]3[CH:15]=[N:16][C:17](Cl)=[CH:18][CH:19]=3)[N:12]=[C:11]([C:21]([OH:23])=[O:22])[CH:10]=2)[CH:5]=[C:6]([F:8])[CH:7]=1.[NH3:24]. Given the product [Cl:1][C:2]1[CH:3]=[C:4]([C:9]2[N:13]([C:14]3[CH:15]=[N:16][C:17]([NH2:24])=[CH:18][CH:19]=3)[N:12]=[C:11]([C:21]([OH:23])=[O:22])[CH:10]=2)[CH:5]=[C:6]([F:8])[CH:7]=1, predict the reactants needed to synthesize it. (3) The reactants are: [F:1][C:2]1[CH:7]=[C:6]([F:8])[CH:5]=[CH:4][C:3]=1[C:9]1[CH:14]=[C:13]([C:15]2[CH:16]=[N:17][C:18](F)=[CH:19][CH:20]=2)[CH:12]=[C:11]([NH2:22])[CH:10]=1.Cl.[O:24]1CCOCC1.C([O-])(O)=O.[Na+]. Given the product [NH2:22][C:11]1[CH:12]=[C:13]([C:15]2[CH:20]=[CH:19][C:18]([OH:24])=[N:17][CH:16]=2)[CH:14]=[C:9]([C:3]2[CH:4]=[CH:5][C:6]([F:8])=[CH:7][C:2]=2[F:1])[CH:10]=1, predict the reactants needed to synthesize it. (4) Given the product [C:31]1([C@H:29]([NH:28][CH:24]2[CH2:25][CH2:26][CH2:27][CH:22]([C:19]3[CH:20]=[CH:21][C:16]([C:10]4([OH:14])[CH2:11][CH2:12][CH2:13]4)=[CH:17][CH:18]=3)[CH2:23]2)[CH3:30])[C:40]2[C:35](=[CH:36][CH:37]=[CH:38][CH:39]=2)[CH:34]=[CH:33][CH:32]=1, predict the reactants needed to synthesize it. The reactants are: IC1C=CC(C2[CH2:13][CH2:12][CH2:11][C:10](=[O:14])C2)=CC=1.I[C:16]1[CH:21]=[CH:20][C:19]([CH:22]2[CH2:27][CH2:26][CH2:25][CH:24]([NH:28][CH:29]([C:31]3[C:40]4[C:35](=[CH:36][CH:37]=[CH:38][CH:39]=4)[CH:34]=[CH:33][CH:32]=3)[CH3:30])[CH2:23]2)=[CH:18][CH:17]=1.[Li]CCCC.C1(=O)CCC1. (5) Given the product [C:1]([O:5][C:6]([N:8]1[CH2:18][CH2:17][CH2:16][C:10]2([O:14][C:13](=[O:15])[N:12]([C:20]3[CH:25]=[N:24][C:23]([N+:26]([O-:28])=[O:27])=[CH:22][CH:21]=3)[CH2:11]2)[CH2:9]1)=[O:7])([CH3:4])([CH3:2])[CH3:3], predict the reactants needed to synthesize it. The reactants are: [C:1]([O:5][C:6]([N:8]1[CH2:18][CH2:17][CH2:16][C:10]2([O:14][C:13](=[O:15])[NH:12][CH2:11]2)[CH2:9]1)=[O:7])([CH3:4])([CH3:3])[CH3:2].Br[C:20]1[CH:21]=[CH:22][C:23]([N+:26]([O-:28])=[O:27])=[N:24][CH:25]=1.